This data is from Retrosynthesis with 50K atom-mapped reactions and 10 reaction types from USPTO. The task is: Predict the reactants needed to synthesize the given product. (1) Given the product CC(C)(C)OC(=O)NCC(=O)N1CCN(Cc2ccccc2)CC1, predict the reactants needed to synthesize it. The reactants are: CC(C)(C)OC(=O)NCC(=O)O.c1ccc(CN2CCNCC2)cc1. (2) Given the product O=C(NCCN1CCC(Oc2ccc(Cl)c(Cl)c2)CC1)c1cccc(O)c1, predict the reactants needed to synthesize it. The reactants are: COc1cccc(C(=O)NCCN2CCC(Oc3ccc(Cl)c(Cl)c3)CC2)c1. (3) Given the product CCc1c(Br)ccc2[nH]ncc12, predict the reactants needed to synthesize it. The reactants are: CCc1c(Br)ccc2c1cnn2C(C)=O. (4) Given the product CC(C)(C)OC(=O)COc1cc(Br)cc2c1CCCC2=O, predict the reactants needed to synthesize it. The reactants are: CC(C)(C)OC(=O)CBr.O=C1CCCc2c(O)cc(Br)cc21. (5) Given the product C=CCOCC(OC)OC, predict the reactants needed to synthesize it. The reactants are: C=CCO.COC(CBr)OC. (6) Given the product N#CCN1CCOC(c2ccccc2)(c2ccccc2)CC1, predict the reactants needed to synthesize it. The reactants are: N#CCCl.c1ccc(C2(c3ccccc3)CCNCCO2)cc1.